The task is: Predict the reaction yield, written as a fraction of the theoretical maximum amount of product (1.0 means a 100% yield; for example, 0.34 means a 34% yield).. This data is from Reaction yield outcomes from USPTO patents with 853,638 reactions. The reactants are [C:1]([O:5][C:6]([N:8]1[CH2:12][C@H:11]([S:13]([C:16]2[CH:21]=[CH:20][CH:19]=[CH:18][C:17]=2[Cl:22])(=[O:15])=[O:14])[CH2:10][C@H:9]1[C:23]([OH:25])=O)=[O:7])([CH3:4])([CH3:3])[CH3:2].Cl.[NH2:27][C:28]1([C:31]#[N:32])[CH2:30][CH2:29]1.CN(C(ON1N=NC2C=CC=NC1=2)=[N+](C)C)C.F[P-](F)(F)(F)(F)F.C(N(C(C)C)C(C)C)C. The yield is 0.660. The catalyst is C(#N)C. The product is [Cl:22][C:17]1[CH:18]=[CH:19][CH:20]=[CH:21][C:16]=1[S:13]([C@H:11]1[CH2:12][N:8]([C:6]([O:5][C:1]([CH3:4])([CH3:3])[CH3:2])=[O:7])[C@H:9]([C:23](=[O:25])[NH:27][C:28]2([C:31]#[N:32])[CH2:30][CH2:29]2)[CH2:10]1)(=[O:14])=[O:15].